Dataset: hERG Central: cardiac toxicity at 1µM, 10µM, and general inhibition. Task: Predict hERG channel inhibition at various concentrations. The drug is Cc1ccc(-c2c[n+](CC(=O)c3ccc(Br)cc3)c3n2CCCCC3)cc1.[Br-]. Results: hERG_inhib (hERG inhibition (general)): blocker.